From a dataset of Serine/threonine kinase 33 screen with 319,792 compounds. Binary Classification. Given a drug SMILES string, predict its activity (active/inactive) in a high-throughput screening assay against a specified biological target. The drug is Clc1cc(N(C(=O)C2CN(CCC2)c2ncnc3n4c(nc23)CCCCC4)CC)ccc1. The result is 0 (inactive).